Dataset: Full USPTO retrosynthesis dataset with 1.9M reactions from patents (1976-2016). Task: Predict the reactants needed to synthesize the given product. Given the product [NH:1]1[C:9]2[C:4](=[CH:5][C:6]([NH:10][C:11]3[C:12]4[CH:19]=[C:18]([C:20]5[CH2:21][CH2:22][NH:23][CH2:24][CH:25]=5)[NH:17][C:13]=4[N:14]=[CH:15][N:16]=3)=[CH:7][CH:8]=2)[CH:3]=[N:2]1, predict the reactants needed to synthesize it. The reactants are: [NH:1]1[C:9]2[C:4](=[CH:5][C:6]([NH:10][C:11]3[C:12]4[CH:19]=[C:18]([C:20]5[CH2:21][CH2:22][N:23](C(OC(C)(C)C)=O)[CH2:24][CH:25]=5)[NH:17][C:13]=4[N:14]=[CH:15][N:16]=3)=[CH:7][CH:8]=2)[CH:3]=[N:2]1.